Dataset: Full USPTO retrosynthesis dataset with 1.9M reactions from patents (1976-2016). Task: Predict the reactants needed to synthesize the given product. (1) The reactants are: C[O:2][C:3](=[O:42])[CH2:4][CH2:5][NH:6][C:7](=[O:41])[C:8]1[CH:13]=[CH:12][C:11]([C:14](=[O:40])[CH:15]([C:29]2[CH:34]=[CH:33][C:32]([O:35][C:36]([F:39])([F:38])[F:37])=[CH:31][CH:30]=2)[CH2:16][C:17]([C:19]2[CH:24]=[CH:23][C:22]([C:25]([CH3:28])([CH3:27])[CH3:26])=[CH:21][CH:20]=2)=[O:18])=[CH:10][CH:9]=1.[OH-].[Na+]. Given the product [C:25]([C:22]1[CH:23]=[CH:24][C:19]([C:17](=[O:18])[CH2:16][CH:15]([C:29]2[CH:30]=[CH:31][C:32]([O:35][C:36]([F:38])([F:39])[F:37])=[CH:33][CH:34]=2)[C:14]([C:11]2[CH:12]=[CH:13][C:8]([C:7]([NH:6][CH2:5][CH2:4][C:3]([OH:42])=[O:2])=[O:41])=[CH:9][CH:10]=2)=[O:40])=[CH:20][CH:21]=1)([CH3:28])([CH3:26])[CH3:27], predict the reactants needed to synthesize it. (2) Given the product [CH:2](=[C:7]1[CH2:11][CH2:10][CH2:9][C:8]1=[O:12])[CH2:3][CH2:4][CH2:5][CH3:6], predict the reactants needed to synthesize it. The reactants are: O[CH:2]([CH:7]1[CH2:11][CH2:10][CH2:9][C:8]1=[O:12])[CH2:3][CH2:4][CH2:5][CH3:6].C(O)(=O)C(O)=O. (3) Given the product [S:1]1[C:5]2[CH:6]=[CH:7][CH:8]=[CH:9][C:4]=2[C:3]([CH:10]([O:15][C:16]([CH3:19])([CH3:18])[CH3:17])[C:11]([O:13][CH3:14])=[O:12])=[CH:2]1, predict the reactants needed to synthesize it. The reactants are: [S:1]1[C:5]2[CH:6]=[CH:7][CH:8]=[CH:9][C:4]=2[C:3]([CH:10]([OH:15])[C:11]([O:13][CH3:14])=[O:12])=[CH:2]1.[C:16](Br)([CH3:19])([CH3:18])[CH3:17].